Dataset: Peptide-MHC class I binding affinity with 185,985 pairs from IEDB/IMGT. Task: Regression. Given a peptide amino acid sequence and an MHC pseudo amino acid sequence, predict their binding affinity value. This is MHC class I binding data. (1) The peptide sequence is TLFIDRGSIK. The MHC is HLA-A68:01 with pseudo-sequence HLA-A68:01. The binding affinity (normalized) is 0.657. (2) The peptide sequence is ELLDHLLLF. The MHC is BoLA-T2b with pseudo-sequence YHTKYREISENWYEATLYLEYEYYSMAAFNYRSY. The binding affinity (normalized) is 0.0925. (3) The peptide sequence is HMMAVTLFY. The MHC is SLA-30401 with pseudo-sequence SLA-30401. The binding affinity (normalized) is 0.0847. (4) The peptide sequence is VPAQNAIST. The binding affinity (normalized) is 0.0847. The MHC is HLA-B08:02 with pseudo-sequence HLA-B08:02. (5) The peptide sequence is GLYKQPGVPV. The MHC is HLA-A02:03 with pseudo-sequence HLA-A02:03. The binding affinity (normalized) is 0.707.